This data is from Peptide-MHC class II binding affinity with 134,281 pairs from IEDB. The task is: Regression. Given a peptide amino acid sequence and an MHC pseudo amino acid sequence, predict their binding affinity value. This is MHC class II binding data. (1) The peptide sequence is AFKVAATAANAAP. The MHC is DRB1_1602 with pseudo-sequence DRB1_1602. The binding affinity (normalized) is 0.624. (2) The peptide sequence is AMSKVRKDISEWQPS. The MHC is DRB3_0301 with pseudo-sequence DRB3_0301. The binding affinity (normalized) is 0.464. (3) The peptide sequence is WLDAKSTWYGKPTAA. The MHC is HLA-DQA10401-DQB10402 with pseudo-sequence HLA-DQA10401-DQB10402. The binding affinity (normalized) is 0.0387. (4) The peptide sequence is VGAKQENWNTSIKTL. The MHC is DRB1_0901 with pseudo-sequence DRB1_0901. The binding affinity (normalized) is 0.168. (5) The peptide sequence is AFILDGDNLFPKV. The MHC is HLA-DPA10103-DPB10601 with pseudo-sequence HLA-DPA10103-DPB10601. The binding affinity (normalized) is 0.193. (6) The peptide sequence is ILHNASDFYGLISER. The MHC is DRB1_0101 with pseudo-sequence DRB1_0101. The binding affinity (normalized) is 0.496.